From a dataset of Reaction yield outcomes from USPTO patents with 853,638 reactions. Predict the reaction yield, written as a fraction of the theoretical maximum amount of product (1.0 means a 100% yield; for example, 0.34 means a 34% yield). (1) The reactants are [Cl:1][C:2]1[CH:18]=[CH:17][CH:16]=[C:15]([Cl:19])[C:3]=1[C:4](Cl)=[N:5][C:6]1[CH:11]=[CH:10][N:9]=[C:8]([Cl:12])[C:7]=1F.NC(N)=[S:22].N1C=CC=CC=1.C(N(CC)CC)C. The catalyst is C(O)(C)C. The product is [Cl:12][C:8]1[C:7]2[S:22][C:4]([C:3]3[C:2]([Cl:1])=[CH:18][CH:17]=[CH:16][C:15]=3[Cl:19])=[N:5][C:6]=2[CH:11]=[CH:10][N:9]=1. The yield is 0.740. (2) The reactants are [Cl:1][C:2]1[CH:7]=[C:6]([Cl:8])[CH:5]=[CH:4][C:3]=1[C:9]1[CH:10]=[C:11]2[C@@H:21]3[CH2:22][N:23](C(OC(C)(C)C)=O)[CH2:24][CH2:25][C@@H:20]3[N:13]3[CH2:14][CH2:15][N:16]([CH3:19])[C:17]([CH:18]=1)=[C:12]23.[OH-].[Na+]. No catalyst specified. The product is [Cl:1][C:2]1[CH:7]=[C:6]([Cl:8])[CH:5]=[CH:4][C:3]=1[C:9]1[CH:10]=[C:11]2[C@@H:21]3[CH2:22][NH:23][CH2:24][CH2:25][C@@H:20]3[N:13]3[CH2:14][CH2:15][N:16]([CH3:19])[C:17]([CH:18]=1)=[C:12]23. The yield is 0.800. (3) The yield is 0.680. The reactants are FC1C=C2C(C(I)=CN2S(C2C=CC=CC=2)(=O)=O)=CC=1.[F:21][C:22]1[CH:30]=[C:29]2[C:25]([C:26]([C:40]3[CH:41]=[N:42][N:43]([CH:45]4[CH2:50][CH2:49][N:48]([S:51]([CH:54]([CH3:56])[CH3:55])(=[O:53])=[O:52])[CH2:47][CH2:46]4)[CH:44]=3)=[CH:27][N:28]2S(C2C=CC=CC=2)(=O)=O)=[CH:24][CH:23]=1. The product is [F:21][C:22]1[CH:30]=[C:29]2[C:25]([C:26]([C:40]3[CH:41]=[N:42][N:43]([CH:45]4[CH2:46][CH2:47][N:48]([S:51]([CH:54]([CH3:56])[CH3:55])(=[O:52])=[O:53])[CH2:49][CH2:50]4)[CH:44]=3)=[CH:27][NH:28]2)=[CH:24][CH:23]=1. No catalyst specified. (4) The reactants are [I-].[CH:2]([P+](C1C=CC=CC=1)(C1C=CC=CC=1)C1C=CC=CC=1)([CH3:4])[CH3:3].CC(C)([O-])C.[K+].[Br:30][C:31]1[CH:38]=[CH:37][C:34]([CH:35]=O)=[C:33]([F:39])[CH:32]=1.[Cl-].[NH4+]. The catalyst is CN(C)C=O.O. The product is [Br:30][C:31]1[CH:38]=[CH:37][C:34]([CH:35]=[C:2]([CH3:4])[CH3:3])=[C:33]([F:39])[CH:32]=1. The yield is 0.820. (5) The reactants are C([O:8][C:9]1[CH:24]=[CH:23][C:12]([O:13][C:14]2[CH:15]=[C:16]([CH:20]=[CH:21][CH:22]=2)[C:17]([OH:19])=[O:18])=[CH:11][C:10]=1[CH3:25])C1C=CC=CC=1.CCO. The catalyst is C1COCC1.[Pd]. The product is [OH:8][C:9]1[CH:24]=[CH:23][C:12]([O:13][C:14]2[CH:15]=[C:16]([CH:20]=[CH:21][CH:22]=2)[C:17]([OH:19])=[O:18])=[CH:11][C:10]=1[CH3:25]. The yield is 0.940. (6) The reactants are [CH:1]1(/[C:6](/[N:10]2[CH:14]=[C:13]([C:15]3[C:16]4[CH:23]=[CH:22][N:21](COCC[Si](C)(C)C)[C:17]=4[N:18]=[CH:19][N:20]=3)[CH:12]=[N:11]2)=[CH:7]/[C:8]#[N:9])[CH2:5][CH2:4][CH2:3][CH2:2]1. The catalyst is C(Cl)Cl.C(O)(C(F)(F)F)=O. The product is [CH:1]1(/[C:6](/[N:10]2[CH:14]=[C:13]([C:15]3[C:16]4[CH:23]=[CH:22][NH:21][C:17]=4[N:18]=[CH:19][N:20]=3)[CH:12]=[N:11]2)=[CH:7]/[C:8]#[N:9])[CH2:5][CH2:4][CH2:3][CH2:2]1. The yield is 0.760. (7) The reactants are [C:1]([O:5][C:6]([N:8]([CH3:17])[C@@H:9]1[CH2:13][CH2:12][C@H:11]([C:14]([OH:16])=O)[CH2:10]1)=[O:7])([CH3:4])([CH3:3])[CH3:2].[CH2:18]([NH2:20])[CH3:19].Cl.CN(C)CCCN=C=NCC.O.ON1C2C=CC=CC=2N=N1.CN1CCOCC1. The product is [CH2:18]([NH:20][C:14]([C@H:11]1[CH2:12][CH2:13][C@@H:9]([N:8]([CH3:17])[C:6](=[O:7])[O:5][C:1]([CH3:2])([CH3:3])[CH3:4])[CH2:10]1)=[O:16])[CH3:19]. The catalyst is CN(C)C=O.O. The yield is 1.00. (8) The reactants are [CH3:1][O:2][CH2:3][CH2:4][O:5][CH2:6][C:7]([C:10]1[CH:15]=[CH:14][C:13]([NH2:16])=[CH:12][CH:11]=1)([CH3:9])[CH3:8].[N+:17]([O-])([O-:19])=[O:18].[K+]. The catalyst is OS(O)(=O)=O. The product is [CH3:1][O:2][CH2:3][CH2:4][O:5][CH2:6][C:7]([C:10]1[CH:15]=[CH:14][C:13]([NH2:16])=[CH:12][C:11]=1[N+:17]([O-:19])=[O:18])([CH3:9])[CH3:8]. The yield is 0.710. (9) The yield is 0.366. The catalyst is CN(C=O)C.[Cu]Br. The product is [OH:17][C:14]1[CH:15]=[CH:16][C:11]([C:9]2[O:10][C:6]3[CH:5]=[CH:4][C:3]([OH:18])=[C:2]([O:20][CH3:19])[C:7]=3[CH:8]=2)=[CH:12][CH:13]=1. The reactants are Br[C:2]1[C:7]2[CH:8]=[C:9]([C:11]3[CH:16]=[CH:15][C:14]([OH:17])=[CH:13][CH:12]=3)[O:10][C:6]=2[CH:5]=[CH:4][C:3]=1[OH:18].[CH3:19][O-:20].[Na+]. (10) The reactants are [CH3:1][NH:2][CH:3]([CH2:5]/[CH:6]=[CH:7]/[C:8]1[CH:9]=[N:10][C:11]([OH:14])=[CH:12][CH:13]=1)[CH3:4].[C:15]([OH:20])(=[O:19])[C:16]([OH:18])=[O:17].CC(O)C. The catalyst is C(O)C. The product is [C:15]([OH:20])(=[O:19])[C:16]([OH:18])=[O:17].[CH3:1][NH:2][CH:3]([CH2:5]/[CH:6]=[CH:7]/[C:8]1[CH:9]=[N:10][C:11]([OH:14])=[CH:12][CH:13]=1)[CH3:4]. The yield is 0.710.